From a dataset of Human liver microsome stability data. Regression/Classification. Given a drug SMILES string, predict its absorption, distribution, metabolism, or excretion properties. Task type varies by dataset: regression for continuous measurements (e.g., permeability, clearance, half-life) or binary classification for categorical outcomes (e.g., BBB penetration, CYP inhibition). Dataset: hlm. (1) The result is 1 (stable in human liver microsomes). The molecule is C[C@@H]1CN(C(c2ccc(F)cc2)c2nnnn2Cc2ccccc2)C[C@H](C)N1C1CCC1. (2) The drug is O=C(O)Cc1ccc(COc2cccc(-c3c(Cc4ccccc4)cnc4c(C(F)(F)F)cccc34)c2)cc1. The result is 0 (unstable in human liver microsomes). (3) The compound is CCSc1ccc([C@H](c2cc3cc(Br)ccc3nc2OC)[C@@](O)(CCN(C)C)c2cccc(F)c2)cn1. The result is 0 (unstable in human liver microsomes). (4) The compound is COc1ccc(-c2nc([C@@H](C)Sc3nc(N)cc(N)n3)c(C)s2)cc1OCCNS(C)(=O)=O. The result is 0 (unstable in human liver microsomes). (5) The compound is CCc1nc(N)nc(N)c1-c1ccc2c(c1)N(CCCC(F)(F)F)C(=O)C(C)(c1cc(F)cc(F)c1)O2. The result is 0 (unstable in human liver microsomes). (6) The compound is Cc1cccc2c1n(C)c(=N)n2CCOc1ccc(Cl)cc1. The result is 0 (unstable in human liver microsomes).